From a dataset of Merck oncology drug combination screen with 23,052 pairs across 39 cell lines. Regression. Given two drug SMILES strings and cell line genomic features, predict the synergy score measuring deviation from expected non-interaction effect. Drug 1: O=P1(N(CCCl)CCCl)NCCCO1. Drug 2: CNC(=O)c1cc(Oc2ccc(NC(=O)Nc3ccc(Cl)c(C(F)(F)F)c3)cc2)ccn1. Cell line: UWB1289. Synergy scores: synergy=4.90.